Predict the product of the given reaction. From a dataset of Forward reaction prediction with 1.9M reactions from USPTO patents (1976-2016). (1) Given the reactants [N:1]1[CH:6]=[CH:5][CH:4]=[CH:3][C:2]=1[NH:7][CH2:8][CH2:9][CH2:10][O:11][C:12]1[CH:13]=[CH:14][C:15]2[CH2:21][C@H:20]([CH2:22][C:23]([O:25]CC)=[O:24])[C:19]3[CH:28]=[CH:29][CH:30]=[CH:31][C:18]=3[CH2:17][C:16]=2[CH:32]=1.[OH-].[Na+], predict the reaction product. The product is: [N:1]1[CH:6]=[CH:5][CH:4]=[CH:3][C:2]=1[NH:7][CH2:8][CH2:9][CH2:10][O:11][C:12]1[CH:13]=[CH:14][C:15]2[CH2:21][C@H:20]([CH2:22][C:23]([OH:25])=[O:24])[C:19]3[CH:28]=[CH:29][CH:30]=[CH:31][C:18]=3[CH2:17][C:16]=2[CH:32]=1. (2) Given the reactants [Br:1]Br.[CH3:3][CH:4]([CH3:13])[C:5]([C:7]1[CH:8]=[N:9][CH:10]=[N:11][CH:12]=1)=[O:6], predict the reaction product. The product is: [Br:1][C:4]([CH3:13])([CH3:3])[C:5]([C:7]1[CH:12]=[N:11][CH:10]=[N:9][CH:8]=1)=[O:6].